Dataset: Forward reaction prediction with 1.9M reactions from USPTO patents (1976-2016). Task: Predict the product of the given reaction. Given the reactants FC(F)(F)C(O)=O.[Cl:8][C:9]1[CH:14]=[CH:13][N:12]=[C:11]2[N:15]([S:31]([C:34]3[CH:39]=[CH:38][C:37]([CH3:40])=[CH:36][CH:35]=3)(=[O:33])=[O:32])[C:16]([C:18]3[CH2:19][CH2:20][N:21](C(OC(C)(C)C)=O)[CH2:22][CH:23]=3)=[CH:17][C:10]=12, predict the reaction product. The product is: [Cl:8][C:9]1[CH:14]=[CH:13][N:12]=[C:11]2[N:15]([S:31]([C:34]3[CH:35]=[CH:36][C:37]([CH3:40])=[CH:38][CH:39]=3)(=[O:33])=[O:32])[C:16]([C:18]3[CH2:19][CH2:20][NH:21][CH2:22][CH:23]=3)=[CH:17][C:10]=12.